From a dataset of HIV replication inhibition screening data with 41,000+ compounds from the AIDS Antiviral Screen. Binary Classification. Given a drug SMILES string, predict its activity (active/inactive) in a high-throughput screening assay against a specified biological target. (1) The molecule is Cc1cc(NCCCCCCCNc2cc(C)nc3cc([N+](=O)[O-])ccc23)c2ccc([N+](=O)[O-])cc2n1. The result is 0 (inactive). (2) The drug is CC#[N+][Rh+2]1234[O+]=C5N(C(=O)Cc6ccccc6)CC(C(=O)OC)[NH+]5[Rh+2]1([N+]#CC)([O+]=C1N(C(=O)Cc5ccccc5)CC(C(=O)OC)[NH+]12)([O+]=C1N(C(=O)Cc2ccccc2)CC(C(=O)OC)[NH+]13)[NH+]1C(=[O+]4)N(C(=O)Cc2ccccc2)CC1C(=O)OC. The result is 1 (active). (3) The drug is Cl.N=C(N)NN=Cc1c(-c2ccccc2)nc2sccn12. The result is 0 (inactive). (4) The compound is CCOc1ccccc1-n1c(-c2ccc([N+](=O)[O-])cc2)csc1=NC(=O)c1cccc([N+](=O)[O-])c1. The result is 0 (inactive).